From a dataset of Forward reaction prediction with 1.9M reactions from USPTO patents (1976-2016). Predict the product of the given reaction. Given the reactants [O:1]=[C:2]([C:9]1[O:10][C:11]([C:14]2[CH:19]=[CH:18][CH:17]=[CH:16][N:15]=2)=[CH:12][N:13]=1)[CH2:3][CH2:4][CH2:5][CH2:6][C:7]#[CH:8].[Cl:20][C:21]1[CH:26]=[CH:25][C:24](I)=[CH:23][CH:22]=1, predict the reaction product. The product is: [O:1]=[C:2]([C:9]1[O:10][C:11]([C:14]2[CH:19]=[CH:18][CH:17]=[CH:16][N:15]=2)=[CH:12][N:13]=1)[CH2:3][CH2:4][CH2:5][CH2:6][C:7]#[C:8][C:24]1[CH:25]=[CH:26][C:21]([Cl:20])=[CH:22][CH:23]=1.